Dataset: NCI-60 drug combinations with 297,098 pairs across 59 cell lines. Task: Regression. Given two drug SMILES strings and cell line genomic features, predict the synergy score measuring deviation from expected non-interaction effect. (1) Drug 1: C1C(C(OC1N2C=NC3=C(N=C(N=C32)Cl)N)CO)O. Cell line: SR. Drug 2: C1=NNC2=C1C(=O)NC=N2. Synergy scores: CSS=63.9, Synergy_ZIP=1.65, Synergy_Bliss=0.627, Synergy_Loewe=-45.0, Synergy_HSA=-0.460. (2) Cell line: RXF 393. Synergy scores: CSS=16.6, Synergy_ZIP=-4.15, Synergy_Bliss=-1.32, Synergy_Loewe=-80.4, Synergy_HSA=-3.45. Drug 2: CCC1(C2=C(COC1=O)C(=O)N3CC4=CC5=C(C=CC(=C5CN(C)C)O)N=C4C3=C2)O.Cl. Drug 1: CS(=O)(=O)OCCCCOS(=O)(=O)C. (3) Drug 1: C1CC(=O)NC(=O)C1N2CC3=C(C2=O)C=CC=C3N. Drug 2: COCCOC1=C(C=C2C(=C1)C(=NC=N2)NC3=CC=CC(=C3)C#C)OCCOC.Cl. Cell line: OVCAR-5. Synergy scores: CSS=7.46, Synergy_ZIP=-3.96, Synergy_Bliss=-4.01, Synergy_Loewe=-1.98, Synergy_HSA=-1.92. (4) Drug 1: C1CCN(CC1)CCOC2=CC=C(C=C2)C(=O)C3=C(SC4=C3C=CC(=C4)O)C5=CC=C(C=C5)O. Drug 2: CC1CCC2CC(C(=CC=CC=CC(CC(C(=O)C(C(C(=CC(C(=O)CC(OC(=O)C3CCCCN3C(=O)C(=O)C1(O2)O)C(C)CC4CCC(C(C4)OC)O)C)C)O)OC)C)C)C)OC. Cell line: T-47D. Synergy scores: CSS=28.8, Synergy_ZIP=-4.28, Synergy_Bliss=-0.379, Synergy_Loewe=6.30, Synergy_HSA=8.56.